From a dataset of Catalyst prediction with 721,799 reactions and 888 catalyst types from USPTO. Predict which catalyst facilitates the given reaction. (1) Reactant: [F:1][C:2]([F:28])([F:27])[C:3]1[CH:8]=[CH:7][N:6]=[C:5]([O:9][C:10]2[CH:15]=[CH:14][C:13]([CH2:16][CH2:17][O:18][C:19]3[N:24]=[CH:23][N:22]=[C:21]([NH2:25])[C:20]=3[NH2:26])=[CH:12][CH:11]=2)[CH:4]=1.[CH:29]([CH:31]=O)=O. Product: [F:28][C:2]([F:1])([F:27])[C:3]1[CH:8]=[CH:7][N:6]=[C:5]([O:9][C:10]2[CH:11]=[CH:12][C:13]([CH2:16][CH2:17][O:18][C:19]3[C:20]4[C:21](=[N:25][CH:29]=[CH:31][N:26]=4)[N:22]=[CH:23][N:24]=3)=[CH:14][CH:15]=2)[CH:4]=1. The catalyst class is: 14. (2) Reactant: C(OC([N:8]1[CH2:12][CH2:11][CH:10]([NH:13][S:14]([C:17]2[CH:22]=[CH:21][C:20]([NH:23][C:24]3[C:25]4[N:26]([CH:40]=[CH:41][N:42]=4)[C:27]([C:30]4[CH:31]=[C:32]5[C:36](=[CH:37][CH:38]=4)[C:35](=[O:39])[NH:34][CH2:33]5)=[CH:28][CH:29]=3)=[CH:19][CH:18]=2)(=[O:16])=[O:15])[CH2:9]1)=O)(C)(C)C.ClC1N2C=CN=C2C(NC2C=CC(N3CCN(C(C)C)CC3)=CC=2)=CC=1.Cl. Product: [O:39]=[C:35]1[C:36]2[C:32](=[CH:31][C:30]([C:27]3[N:26]4[CH:40]=[CH:41][N:42]=[C:25]4[C:24]([NH:23][C:20]4[CH:19]=[CH:18][C:17]([S:14]([NH:13][CH:10]5[CH2:11][CH2:12][NH:8][CH2:9]5)(=[O:15])=[O:16])=[CH:22][CH:21]=4)=[CH:29][CH:28]=3)=[CH:38][CH:37]=2)[CH2:33][NH:34]1. The catalyst class is: 12.